This data is from HIV replication inhibition screening data with 41,000+ compounds from the AIDS Antiviral Screen. The task is: Binary Classification. Given a drug SMILES string, predict its activity (active/inactive) in a high-throughput screening assay against a specified biological target. (1) The result is 0 (inactive). The compound is CCCCCCCCCCCCCCCCCC(=O)NCCCNCCCNC(=O)CCCCCCCCCCCCCCCCC. (2) The drug is CCN(CC)C(=O)c1c(Cl)cc(N(CC)CC)oc1=O. The result is 0 (inactive). (3) The result is 0 (inactive). The drug is COc1ccc(Cc2cnc(N)nc2N)cc1OC. (4) The drug is OCC1OC(n2nc(-c3ccccc3)nc2-c2cnccn2)C(O)C(O)C1O. The result is 0 (inactive). (5) The compound is CCOC(=O)C(Br)C#N.CCOC(=O)C1(C#N)C(C#N)(C#N)C12CCCCC2. The result is 0 (inactive). (6) The molecule is O=C(Nc1ccc([N+](=O)[O-])cc1[N+](=O)[O-])C(=O)C(C(=O)c1ccc(Cl)c(Cl)c1)C1OC(=O)c2ccccc21. The result is 0 (inactive).